From a dataset of Forward reaction prediction with 1.9M reactions from USPTO patents (1976-2016). Predict the product of the given reaction. (1) Given the reactants [CH:1]1([NH:4][C:5]2[N:10]=[C:9]([NH:11][C:12]3[CH:17]=[CH:16][CH:15]=[C:14]([O:18][CH3:19])[CH:13]=3)[C:8]([NH:20][C:21]3[CH:26]=[CH:25][CH:24]=[C:23]([O:27][CH3:28])[CH:22]=3)=[CH:7][N:6]=2)[CH2:3][CH2:2]1.[C:29](N1C=CN=C1)(N1C=CN=C1)=[O:30], predict the reaction product. The product is: [CH:1]1([NH:4][C:5]2[N:10]=[C:9]3[C:8]([N:20]([C:21]4[CH:26]=[CH:25][CH:24]=[C:23]([O:27][CH3:28])[CH:22]=4)[C:29](=[O:30])[N:11]3[C:12]3[CH:17]=[CH:16][CH:15]=[C:14]([O:18][CH3:19])[CH:13]=3)=[CH:7][N:6]=2)[CH2:2][CH2:3]1. (2) The product is: [CH2:24]([O:26][C:27]([C:29]1[CH:30]=[CH:31][C:32]([CH2:33][O:2][C:1]([C:4]23[CH2:11][CH2:10][C:7]([NH:12][CH2:13][C:14]([N:16]4[CH2:20][C@@H:19]([F:21])[CH2:18][C@H:17]4[C:22]#[N:23])=[O:15])([CH2:8][CH2:9]2)[CH2:6][CH2:5]3)=[O:3])=[CH:35][CH:36]=1)=[O:28])[CH3:25]. Given the reactants [C:1]([C:4]12[CH2:11][CH2:10][C:7]([NH:12][CH2:13][C:14]([N:16]3[CH2:20][C@@H:19]([F:21])[CH2:18][C@H:17]3[C:22]#[N:23])=[O:15])([CH2:8][CH2:9]1)[CH2:6][CH2:5]2)([OH:3])=[O:2].[CH2:24]([O:26][C:27]([C:29]1[CH:36]=[CH:35][C:32]([CH2:33]Br)=[CH:31][CH:30]=1)=[O:28])[CH3:25], predict the reaction product.